From a dataset of Forward reaction prediction with 1.9M reactions from USPTO patents (1976-2016). Predict the product of the given reaction. (1) Given the reactants [CH2:1]([N:8](C)[CH2:9][CH2:10][C:11]([NH:13][CH2:14][CH2:15][O:16][CH3:17])=[O:12])C1C=CC=CC=1, predict the reaction product. The product is: [CH3:17][O:16][CH2:15][CH2:14][NH:13][C:11](=[O:12])[CH2:10][CH2:9][NH:8][CH3:1]. (2) Given the reactants Cl[C:2]1[C:3]([C:16]2[CH:21]=[CH:20][C:19]([F:22])=[CH:18][CH:17]=2)=[N:4][C:5]2[C:10]([N:11]=1)=[CH:9][C:8]([C:12]([O:14][CH3:15])=[O:13])=[CH:7][CH:6]=2.[CH:23]1([NH2:27])[CH2:26][CH2:25][CH2:24]1.CCN(C(C)C)C(C)C, predict the reaction product. The product is: [CH:23]1([NH:27][C:2]2[C:3]([C:16]3[CH:21]=[CH:20][C:19]([F:22])=[CH:18][CH:17]=3)=[N:4][C:5]3[C:10]([N:11]=2)=[CH:9][C:8]([C:12]([O:14][CH3:15])=[O:13])=[CH:7][CH:6]=3)[CH2:26][CH2:25][CH2:24]1. (3) The product is: [CH2:26]([C:2]1[CH:11]=[CH:10][CH:9]=[C:8]2[C:3]=1[CH2:4][CH2:5][N:6]1[C:16](=[O:17])[CH2:15][N:14]=[C:13]([N:18]3[CH:22]=[C:21]([CH:23]([CH3:25])[CH3:24])[N:20]=[CH:19]3)[CH:12]=[C:7]12)[CH3:27]. Given the reactants I[C:2]1[CH:11]=[CH:10][CH:9]=[C:8]2[C:3]=1[CH2:4][CH2:5][N:6]1[C:16](=[O:17])[CH2:15][N:14]=[C:13]([N:18]3[CH:22]=[C:21]([CH:23]([CH3:25])[CH3:24])[N:20]=[CH:19]3)[CH:12]=[C:7]12.[CH2:26]([Zn]CC)[CH3:27], predict the reaction product. (4) Given the reactants [CH2:1]([O:8][C:9]1[C:18]2[N:17]=[CH:16][CH:15]=[CH:14][C:13]=2[C:12]([S:19](Cl)(=[O:21])=[O:20])=[CH:11][CH:10]=1)[C:2]1[CH:7]=[CH:6][CH:5]=[CH:4][CH:3]=1.[F-:23].[K+].C(OCC)(=O)C, predict the reaction product. The product is: [CH2:1]([O:8][C:9]1[C:18]2[N:17]=[CH:16][CH:15]=[CH:14][C:13]=2[C:12]([S:19]([F:23])(=[O:21])=[O:20])=[CH:11][CH:10]=1)[C:2]1[CH:7]=[CH:6][CH:5]=[CH:4][CH:3]=1. (5) Given the reactants Cl[C:2]1[N:3]=[C:4]([N:19]2[CH2:24][CH2:23][O:22][CH2:21][CH2:20]2)[C:5]2[S:10][C:9]([C:11]3[CH:12]=[N:13][C:14](F)=[CH:15][CH:16]=3)=[C:8]([CH3:18])[C:6]=2[N:7]=1.[NH:25]1[CH2:30][CH2:29][CH2:28][CH:27]([OH:31])[CH2:26]1.CC1(C)C(C)(C)OB([C:40]2[CH:41]=[N:42][C:43]([NH2:46])=[N:44][CH:45]=2)O1.CC([O-])=O.[K+], predict the reaction product. The product is: [NH2:46][C:43]1[N:44]=[CH:45][C:40]([C:2]2[N:3]=[C:4]([N:19]3[CH2:24][CH2:23][O:22][CH2:21][CH2:20]3)[C:5]3[S:10][C:9]([C:11]4[CH:16]=[CH:15][C:14]([N:25]5[CH2:30][CH2:29][CH2:28][CH:27]([OH:31])[CH2:26]5)=[N:13][CH:12]=4)=[C:8]([CH3:18])[C:6]=3[N:7]=2)=[CH:41][N:42]=1.